Dataset: Forward reaction prediction with 1.9M reactions from USPTO patents (1976-2016). Task: Predict the product of the given reaction. (1) The product is: [CH:1]1([CH2:4][O:5][C:6]2[CH:11]=[CH:10][C:9]([O:12][CH3:13])=[CH:8][C:7]=2[C:14]2[CH:19]=[CH:18][N:17]=[C:16]3[C:20]([C:32]([NH:35][C@@H:36]4[CH2:41][CH2:40][C@H:39]([NH:42][C:43](=[O:49])[O:44][C:45]([CH3:47])([CH3:46])[CH3:48])[CH2:38][CH2:37]4)=[O:33])=[C:21]([CH3:31])[N:22]([CH2:23][O:24][CH2:25][CH2:26][Si:27]([CH3:28])([CH3:30])[CH3:29])[C:15]=23)[CH2:3][CH2:2]1. Given the reactants [CH:1]1([CH2:4][O:5][C:6]2[CH:11]=[CH:10][C:9]([O:12][CH3:13])=[CH:8][C:7]=2[C:14]2[CH:19]=[CH:18][N:17]=[C:16]3[C:20]([C:32](O)=[O:33])=[C:21]([CH3:31])[N:22]([CH2:23][O:24][CH2:25][CH2:26][Si:27]([CH3:30])([CH3:29])[CH3:28])[C:15]=23)[CH2:3][CH2:2]1.[NH2:35][C@@H:36]1[CH2:41][CH2:40][C@H:39]([NH:42][C:43](=[O:49])[O:44][C:45]([CH3:48])([CH3:47])[CH3:46])[CH2:38][CH2:37]1, predict the reaction product. (2) Given the reactants [NH2:1][C:2]1[CH:7]=[CH:6][C:5]([OH:8])=[CH:4][CH:3]=1.C(OCC)(OCC)OCC.[N-:19]=[N+:20]=[N-:21].[Na+].[C:23](O)(=O)C.Cl.N([O-])=O.[Na+], predict the reaction product. The product is: [N:1]1([C:2]2[CH:7]=[CH:6][C:5]([OH:8])=[CH:4][CH:3]=2)[CH:23]=[N:21][N:20]=[N:19]1. (3) Given the reactants Br[C:2]1[CH:3]=[C:4]2[C:9](=[CH:10][CH:11]=1)[N:8]([C:12](=O)[CH2:13]Cl)[CH2:7][CH2:6][CH2:5]2.CN(C)CCN1[C:28]2[C:23](=CC([N+]([O-])=O)=[CH:26][CH:27]=2)CC1.[C:33]([OH:36])(=O)[CH3:34].C(O[BH-](OC(=O)C)OC(=O)C)(=[O:39])C.[Na+].[OH-].[Na+], predict the reaction product. The product is: [O:39]1[C:28]2([CH2:23][CH2:13][CH:12]([N:8]3[C:9]4[C:4](=[CH:3][CH:2]=[CH:11][CH:10]=4)[CH2:5][CH2:6][CH2:7]3)[CH2:26][CH2:27]2)[O:36][CH2:33][CH2:34]1. (4) Given the reactants [CH3:1][NH:2][C:3]1[N:8]=[C:7]([N:9]2[CH2:14][CH2:13][CH2:12][CH2:11][CH2:10]2)[N:6]=[C:5]([NH:15][C@@H:16]2[CH2:21][CH2:20][C@H:19]([C:22](O)=[O:23])[CH2:18][CH2:17]2)[N:4]=1.[F:25][C:26]([F:36])([F:35])[C:27]1[CH:34]=[CH:33][CH:32]=[CH:31][C:28]=1[CH2:29][NH2:30].CCN=C=NCCCN(C)C.Cl, predict the reaction product. The product is: [CH3:1][NH:2][C:3]1[N:8]=[C:7]([N:9]2[CH2:14][CH2:13][CH2:12][CH2:11][CH2:10]2)[N:6]=[C:5]([NH:15][C@@H:16]2[CH2:17][CH2:18][C@H:19]([C:22]([NH:30][CH2:29][C:28]3[CH:31]=[CH:32][CH:33]=[CH:34][C:27]=3[C:26]([F:35])([F:36])[F:25])=[O:23])[CH2:20][CH2:21]2)[N:4]=1. (5) Given the reactants [C:1]([C:3]1[C:12]2[C:7](=[CH:8][CH:9]=[CH:10][CH:11]=2)[C:6]([C:13]2[C:18]([S:19][CH2:20][C:21]([O:23]C)=[O:22])=[CH:17][N:16]=[CH:15][N:14]=2)=[CH:5][CH:4]=1)#[N:2].[OH-].[Na+], predict the reaction product. The product is: [C:1]([C:3]1[C:12]2[C:7](=[CH:8][CH:9]=[CH:10][CH:11]=2)[C:6]([C:13]2[C:18]([S:19][CH2:20][C:21]([OH:23])=[O:22])=[CH:17][N:16]=[CH:15][N:14]=2)=[CH:5][CH:4]=1)#[N:2]. (6) Given the reactants COC[O:4][C:5]1[CH:6]=[N:7][CH:8]=[CH:9][C:10]=1[CH2:11][CH2:12][CH2:13][OH:14].C1(P(C2C=CC=CC=2)C2C=CC=CC=2)C=CC=CC=1.N(C(OC(C)C)=O)=NC(OC(C)C)=O.[Br:48][C:49]1[CH:50]=[C:51]([CH:60]=[CH:61][CH:62]=1)[O:52][C:53]1[C:58](O)=[CH:57][CH:56]=[CH:55][N:54]=1, predict the reaction product. The product is: [Br:48][C:49]1[CH:50]=[C:51]([CH:60]=[CH:61][CH:62]=1)[O:52][C:53]1[C:58]([O:14][CH2:13][CH2:12][CH2:11][C:10]2[CH:9]=[CH:8][N:7]=[CH:6][C:5]=2[OH:4])=[CH:57][CH:56]=[CH:55][N:54]=1. (7) The product is: [CH3:16][C:17]1[N:18]([C:23]2[N:28]=[C:27]([CH2:29][C:30]3[CH:31]=[C:32]([CH:37]=[CH:38][CH:39]=3)[CH:33]=[O:34])[CH:26]=[C:25]([CH3:40])[CH:24]=2)[C:19]([CH3:22])=[CH:20][CH:21]=1. Given the reactants CC(C[AlH]CC(C)C)C.CCCCCC.[CH3:16][C:17]1[N:18]([C:23]2[N:28]=[C:27]([CH2:29][C:30]3[CH:31]=[C:32]([CH:37]=[CH:38][CH:39]=3)[C:33](OC)=[O:34])[CH:26]=[C:25]([CH3:40])[CH:24]=2)[C:19]([CH3:22])=[CH:20][CH:21]=1.Cl, predict the reaction product. (8) Given the reactants CO[C:3]([C:5]1[S:6][C:7]([C:10]2[CH:11]=[N:12][C:13]([Cl:20])=[CH:14][C:15]=2[NH:16][CH:17]([CH3:19])[CH3:18])=[N:8][N:9]=1)=[O:4].[NH:21]1[CH2:25][CH2:24][C@@H:23]([OH:26])[CH2:22]1, predict the reaction product. The product is: [Cl:20][C:13]1[N:12]=[CH:11][C:10]([C:7]2[S:6][C:5]([C:3]([N:21]3[CH2:25][CH2:24][C@@H:23]([OH:26])[CH2:22]3)=[O:4])=[N:9][N:8]=2)=[C:15]([NH:16][CH:17]([CH3:18])[CH3:19])[CH:14]=1.